Dataset: Catalyst prediction with 721,799 reactions and 888 catalyst types from USPTO. Task: Predict which catalyst facilitates the given reaction. (1) Reactant: [CH2:1]([C:4]1[C:8]([CH2:9][CH2:10][CH2:11][OH:12])=[CH:7][N:6]([C:13]2[CH:18]=[CH:17][C:16]([C:19]([F:22])([F:21])[F:20])=[CH:15][N:14]=2)[N:5]=1)[CH2:2][CH3:3].O[C:24]1[CH:29]=[CH:28][C:27]([CH2:30][C:31]([O:33]C)=[O:32])=[C:26]([O:35][CH3:36])[CH:25]=1.C(P(CCCC)CCCC)CCC.N(C(N1CCCCC1)=O)=NC(N1CCCCC1)=O. Product: [CH3:36][O:35][C:26]1[CH:25]=[C:24]([O:12][CH2:11][CH2:10][CH2:9][C:8]2[C:4]([CH2:1][CH2:2][CH3:3])=[N:5][N:6]([C:13]3[CH:18]=[CH:17][C:16]([C:19]([F:21])([F:20])[F:22])=[CH:15][N:14]=3)[CH:7]=2)[CH:29]=[CH:28][C:27]=1[CH2:30][C:31]([OH:33])=[O:32]. The catalyst class is: 7. (2) Reactant: [OH:1][C@H:2]1[C@H:7]([CH3:8])[CH2:6][CH2:5][C@@H:4]([NH:9][C:10]2[C:15]([C:16]([NH2:18])=[O:17])=[CH:14][N:13]=[C:12](S(C)(=O)=O)[N:11]=2)[CH2:3]1.[C@@H:23]([NH2:27])([CH2:25][CH3:26])[CH3:24].C(O)=O.C(=O)(O)[O-]. Product: [C@@H:23]([NH:27][C:12]1[N:11]=[C:10]([NH:9][C@@H:4]2[CH2:5][CH2:6][C@@H:7]([CH3:8])[C@H:2]([OH:1])[CH2:3]2)[C:15]([C:16]([NH2:18])=[O:17])=[CH:14][N:13]=1)([CH2:25][CH3:26])[CH3:24]. The catalyst class is: 3. (3) Reactant: [CH2:1]([O:3][C:4](=[O:29])[CH2:5][C:6]1[CH:11]=[CH:10][C:9]([O:12][CH3:13])=[C:8]([O:14][C:15]2[CH:20]=[CH:19][C:18]([NH2:21])=[CH:17][C:16]=2[CH2:22][N:23]2[CH2:27][CH2:26][O:25][C:24]2=[O:28])[CH:7]=1)[CH3:2].C(N(CC)CC)C.[CH3:37][C:38]([CH3:43])([CH3:42])[C:39](Cl)=[O:40]. Product: [CH2:1]([O:3][C:4](=[O:29])[CH2:5][C:6]1[CH:11]=[CH:10][C:9]([O:12][CH3:13])=[C:8]([O:14][C:15]2[CH:20]=[CH:19][C:18]([NH:21][C:39](=[O:40])[C:38]([CH3:43])([CH3:42])[CH3:37])=[CH:17][C:16]=2[CH2:22][N:23]2[CH2:27][CH2:26][O:25][C:24]2=[O:28])[CH:7]=1)[CH3:2]. The catalyst class is: 2. (4) Reactant: [Si:1]([O:8][C@H:9]([CH3:21])[CH2:10][CH2:11][C@@H:12]([OH:20])/[CH:13]=[CH:14]/[C:15]([O:17][CH2:18][CH3:19])=[O:16])([C:4]([CH3:7])([CH3:6])[CH3:5])([CH3:3])[CH3:2].[CH2:22](Cl)[O:23][CH3:24].CCN(C(C)C)C(C)C. Product: [Si:1]([O:8][C@H:9]([CH3:21])[CH2:10][CH2:11][C@@H:12]([O:20][CH2:22][O:23][CH3:24])/[CH:13]=[CH:14]/[C:15]([O:17][CH2:18][CH3:19])=[O:16])([C:4]([CH3:6])([CH3:5])[CH3:7])([CH3:3])[CH3:2]. The catalyst class is: 2. (5) The catalyst class is: 36. Product: [CH3:15][N:16]([CH3:28])[C:17]([O:18][C:6]1[CH:7]=[CH:8][C:9]([C:10]#[N:11])=[CH:12][CH:13]=1)=[S:19]. Reactant: CN(C)C(S[C:6]1[CH:13]=[CH:12][C:9]([CH2:10][NH2:11])=[CH:8][CH:7]=1)=O.[CH3:15][N:16]([CH3:28])[C:17]([S:19]C1C=CC(C#N)=CC=1)=[O:18].B.CSC.[H][H]. (6) Reactant: [Cl:1][C:2]1[CH:7]=[CH:6][CH:5]=[C:4]([N:8]2[CH2:13][CH2:12][N:11]([CH2:14][CH3:15])[CH2:10][CH2:9]2)[C:3]=1[CH2:16][S:17][C:18]1[N:23]=[C:22]([OH:24])[CH:21]=[C:20]([CH3:25])[N:19]=1.[ClH:26].O1CCOCC1. Product: [ClH:1].[ClH:26].[Cl:1][C:2]1[CH:7]=[CH:6][CH:5]=[C:4]([N:8]2[CH2:9][CH2:10][N:11]([CH2:14][CH3:15])[CH2:12][CH2:13]2)[C:3]=1[CH2:16][S:17][C:18]1[N:23]=[C:22]([OH:24])[CH:21]=[C:20]([CH3:25])[N:19]=1. The catalyst class is: 5. (7) Reactant: [Br:1][C:2]1[CH:7]=[CH:6][C:5](OC=C)=[CH:4][CH:3]=1.[Br:11][C:12]1[CH:17]=[CH:16][C:15](O)=[CH:14][CH:13]=1.F[C:20](F)(F)[C:21]([OH:23])=[O:22]. Product: [CH:21]([O:23][C:7]1[CH:6]=[CH:5][CH:4]=[CH:3][C:2]=1[Br:1])([O:22][C:13]1[CH:14]=[CH:15][CH:16]=[CH:17][C:12]=1[Br:11])[CH3:20]. The catalyst class is: 12.